From a dataset of Full USPTO retrosynthesis dataset with 1.9M reactions from patents (1976-2016). Predict the reactants needed to synthesize the given product. (1) Given the product [ClH:29].[NH:28]1[C:24]([C:21]2[CH:22]=[C:23]3[C:18](=[CH:19][CH:20]=2)[O:17][C:4]2([CH2:9][CH2:8][NH:7][CH2:6][CH2:5]2)[CH2:3][C:2]3=[O:1])=[N:25][N:26]=[N:27]1, predict the reactants needed to synthesize it. The reactants are: [O:1]=[C:2]1[C:23]2[C:18](=[CH:19][CH:20]=[C:21]([C:24]3[NH:28][N:27]=[N:26][N:25]=3)[CH:22]=2)[O:17][C:4]2([CH2:9][CH2:8][N:7](C(OC(C)(C)C)=O)[CH2:6][CH2:5]2)[CH2:3]1.[ClH:29]. (2) Given the product [F:26][C:6]1[CH:7]=[C:8]([C:11]#[C:12][C:13]2[CH:22]=[CH:21][C:20]3[C:19](=[O:23])[CH2:18][CH2:17][C:16]([CH3:25])([CH3:24])[C:15]=3[CH:14]=2)[CH:9]=[CH:10][C:5]=1[CH2:4][C:3]([OH:27])=[O:2], predict the reactants needed to synthesize it. The reactants are: C[O:2][C:3](=[O:27])[CH2:4][C:5]1[CH:10]=[CH:9][C:8]([C:11]#[C:12][C:13]2[CH:22]=[CH:21][C:20]3[C:19](=[O:23])[CH2:18][CH2:17][C:16]([CH3:25])([CH3:24])[C:15]=3[CH:14]=2)=[CH:7][C:6]=1[F:26].CO.O1CCCC1.O.[OH-].[Li+]. (3) The reactants are: [K].C(OC([C:8]1[CH2:9][N:10]([C:15]2[O:16][C:17]([CH3:20])=[N:18][N:19]=2)[CH2:11][CH2:12][C:13]=1[OH:14])=O)C=C.C(N(CC)CC)C.C(O)=O.C1(P(C2C=CC=CC=2)C2C=CC=CC=2)C=CC=CC=1. Given the product [CH3:20][C:17]1[O:16][C:15]([N:10]2[CH2:9][CH2:8][C:13](=[O:14])[CH2:12][CH2:11]2)=[N:19][N:18]=1, predict the reactants needed to synthesize it. (4) Given the product [CH2:1]([C:5]1[C:9]([CH2:10][CH2:11][CH2:12][OH:13])=[CH:8][N:7]([C:17]2[CH:22]=[CH:21][C:20]([C:23]([F:24])([F:25])[F:26])=[CH:19][N:18]=2)[N:6]=1)[CH2:2][CH2:3][CH3:4], predict the reactants needed to synthesize it. The reactants are: [CH2:1]([C:5]1[C:9]([CH2:10][CH2:11][C:12](OCC)=[O:13])=[CH:8][N:7]([C:17]2[CH:22]=[CH:21][C:20]([C:23]([F:26])([F:25])[F:24])=[CH:19][N:18]=2)[N:6]=1)[CH2:2][CH2:3][CH3:4].[H-].C([Al+]CC(C)C)C(C)C.Cl.